This data is from NCI-60 drug combinations with 297,098 pairs across 59 cell lines. The task is: Regression. Given two drug SMILES strings and cell line genomic features, predict the synergy score measuring deviation from expected non-interaction effect. Drug 1: COC1=CC(=CC(=C1O)OC)C2C3C(COC3=O)C(C4=CC5=C(C=C24)OCO5)OC6C(C(C7C(O6)COC(O7)C8=CC=CS8)O)O. Drug 2: CCC(=C(C1=CC=CC=C1)C2=CC=C(C=C2)OCCN(C)C)C3=CC=CC=C3.C(C(=O)O)C(CC(=O)O)(C(=O)O)O. Cell line: K-562. Synergy scores: CSS=48.6, Synergy_ZIP=-0.622, Synergy_Bliss=0.801, Synergy_Loewe=-20.0, Synergy_HSA=0.641.